From a dataset of NCI-60 drug combinations with 297,098 pairs across 59 cell lines. Regression. Given two drug SMILES strings and cell line genomic features, predict the synergy score measuring deviation from expected non-interaction effect. (1) Drug 1: CCCCCOC(=O)NC1=NC(=O)N(C=C1F)C2C(C(C(O2)C)O)O. Drug 2: CC12CCC3C(C1CCC2O)C(CC4=C3C=CC(=C4)O)CCCCCCCCCS(=O)CCCC(C(F)(F)F)(F)F. Cell line: RXF 393. Synergy scores: CSS=-4.28, Synergy_ZIP=0.465, Synergy_Bliss=-3.23, Synergy_Loewe=-5.68, Synergy_HSA=-5.05. (2) Drug 1: CCN(CC)CCNC(=O)C1=C(NC(=C1C)C=C2C3=C(C=CC(=C3)F)NC2=O)C. Drug 2: C#CCC(CC1=CN=C2C(=N1)C(=NC(=N2)N)N)C3=CC=C(C=C3)C(=O)NC(CCC(=O)O)C(=O)O. Cell line: SW-620. Synergy scores: CSS=52.4, Synergy_ZIP=-1.56, Synergy_Bliss=-3.08, Synergy_Loewe=-11.3, Synergy_HSA=-0.713. (3) Drug 1: COC1=C(C=C2C(=C1)N=CN=C2NC3=CC(=C(C=C3)F)Cl)OCCCN4CCOCC4. Drug 2: C1=CC=C(C(=C1)C(C2=CC=C(C=C2)Cl)C(Cl)Cl)Cl. Cell line: NCI-H460. Synergy scores: CSS=24.9, Synergy_ZIP=-2.26, Synergy_Bliss=5.08, Synergy_Loewe=-9.38, Synergy_HSA=5.20. (4) Cell line: A549. Drug 1: CC1=C(C(=CC=C1)Cl)NC(=O)C2=CN=C(S2)NC3=CC(=NC(=N3)C)N4CCN(CC4)CCO. Synergy scores: CSS=8.30, Synergy_ZIP=0.871, Synergy_Bliss=3.80, Synergy_Loewe=-0.000353, Synergy_HSA=2.80. Drug 2: CS(=O)(=O)CCNCC1=CC=C(O1)C2=CC3=C(C=C2)N=CN=C3NC4=CC(=C(C=C4)OCC5=CC(=CC=C5)F)Cl. (5) Drug 1: CCCS(=O)(=O)NC1=C(C(=C(C=C1)F)C(=O)C2=CNC3=C2C=C(C=N3)C4=CC=C(C=C4)Cl)F. Cell line: RPMI-8226. Drug 2: C1=C(C(=O)NC(=O)N1)F. Synergy scores: CSS=72.6, Synergy_ZIP=-7.19, Synergy_Bliss=-15.1, Synergy_Loewe=-18.2, Synergy_HSA=-16.3.